From a dataset of Forward reaction prediction with 1.9M reactions from USPTO patents (1976-2016). Predict the product of the given reaction. (1) Given the reactants C([O:8][C:9]1[C:14]2[C:15]([NH:34][C:35]3[CH:40]=[CH:39][C:38]([Cl:41])=[CH:37][CH:36]=3)=[N:16][N:17]([C@@:18]3([CH2:31][C:32]#[N:33])[CH2:23][O:22][C@H:21]([C:24]([O:26]C(C)(C)C)=[O:25])[CH2:20][CH2:19]3)[C:13]=2[CH:12]=[CH:11][N:10]=1)C1C=CC=CC=1.Cl, predict the reaction product. The product is: [Cl:41][C:38]1[CH:39]=[CH:40][C:35]([NH:34][C:15]2[C:14]3[C:9](=[O:8])[NH:10][CH:11]=[CH:12][C:13]=3[N:17]([C@@:18]3([CH2:31][C:32]#[N:33])[CH2:23][O:22][C@H:21]([C:24]([OH:26])=[O:25])[CH2:20][CH2:19]3)[N:16]=2)=[CH:36][CH:37]=1. (2) Given the reactants [CH:1]1([NH:6][CH2:7][C:8]([OH:16])([CH2:14][CH3:15])[C:9]([O:11][CH2:12][CH3:13])=[O:10])[CH2:5][CH2:4][CH2:3][CH2:2]1.[CH2:17](Br)[C:18]1[CH:23]=[CH:22][CH:21]=[CH:20][CH:19]=1.C([O-])([O-])=O.[K+].[K+].CCOC(C)=O, predict the reaction product. The product is: [CH2:17]([N:6]([CH2:7][C:8]([OH:16])([CH2:14][CH3:15])[C:9]([O:11][CH2:12][CH3:13])=[O:10])[CH:1]1[CH2:2][CH2:3][CH2:4][CH2:5]1)[C:18]1[CH:23]=[CH:22][CH:21]=[CH:20][CH:19]=1. (3) Given the reactants C(O[C:6](=O)[N:7]([C@@H:9]([CH3:50])[C:10]([NH:12][C@@H:13]([CH:44]1[CH2:49][CH2:48][CH2:47][CH2:46][CH2:45]1)[C:14]([N:16]1[C@H:21]([C:22](=[O:34])[NH:23][C@H:24]2[C:33]3[C:28](=[CH:29][CH:30]=[CH:31][CH:32]=3)[O:27][CH2:26][CH2:25]2)[CH2:20][N:19]2[CH2:35][C@H:36]([O:38][CH2:39][CH2:40][O:41][CH2:42][CH3:43])[CH2:37][C@@H:18]2[CH2:17]1)=[O:15])=[O:11])C)(C)(C)C.Cl.COC1CCCC1.O, predict the reaction product. The product is: [CH:44]1([C@H:13]([NH:12][C:10](=[O:11])[C@H:9]([CH3:50])[NH:7][CH3:6])[C:14]([N:16]2[C@H:21]([C:22]([NH:23][C@H:24]3[C:33]4[C:28](=[CH:29][CH:30]=[CH:31][CH:32]=4)[O:27][CH2:26][CH2:25]3)=[O:34])[CH2:20][N:19]3[CH2:35][C@H:36]([O:38][CH2:39][CH2:40][O:41][CH2:42][CH3:43])[CH2:37][C@@H:18]3[CH2:17]2)=[O:15])[CH2:49][CH2:48][CH2:47][CH2:46][CH2:45]1. (4) Given the reactants [C:1]([C:4]1[CH:12]=[CH:11][C:7]([C:8]([OH:10])=[O:9])=[C:6]([CH3:13])[CH:5]=1)(=[O:3])[CH3:2].[Cl:14][C:15]1[CH:16]=[C:17]([C:22](=[O:27])[C:23]([F:26])([F:25])[F:24])[CH:18]=[C:19]([Cl:21])[CH:20]=1.C(N(CC)CC)C, predict the reaction product. The product is: [Cl:14][C:15]1[CH:16]=[C:17]([C:22]([OH:27])([C:23]([F:24])([F:25])[F:26])[CH2:2][C:1]([C:4]2[CH:12]=[CH:11][C:7]([C:8]([OH:10])=[O:9])=[C:6]([CH3:13])[CH:5]=2)=[O:3])[CH:18]=[C:19]([Cl:21])[CH:20]=1. (5) The product is: [N+:1]([C:4]1[CH:9]=[CH:8][CH:7]=[CH:6][C:5]=1[C:10]1[N:11]=[C:12]2[N:16]([CH:17]=1)[C:15]([CH2:18][N:22]1[CH2:23][CH2:24][CH2:21][CH2:20]1)=[CH:14][S:13]2)([O-:3])=[O:2]. Given the reactants [N+:1]([C:4]1[CH:9]=[CH:8][CH:7]=[CH:6][C:5]=1[C:10]1[N:11]=[C:12]2[N:16]([CH:17]=1)[C:15]([CH2:18]O)=[CH:14][S:13]2)([O-:3])=[O:2].[CH2:20]([N:22](CC)[CH2:23][CH3:24])[CH3:21].CS(Cl)(=O)=O.N1CCCC1, predict the reaction product. (6) Given the reactants [C:1]([O:5][C:6]([N:8]([CH:13]1[CH2:15][CH2:14]1)[CH2:9][C:10]([OH:12])=O)=[O:7])([CH3:4])([CH3:3])[CH3:2].[F:16][C:17]([F:33])([F:32])[C:18]1[CH:23]=[CH:22][C:21]([C:24]2[CH:29]=[CH:28][CH:27]=[C:26]([CH2:30][NH2:31])[CH:25]=2)=[CH:20][CH:19]=1.O.ON1C2C=CC=CC=2N=N1.C(N(CC)C(C)C)(C)C.C1CN(C(ON2N=NC3C2=CC=CC=3)=[N+]2CCCC2)CC1.F[P-](F)(F)(F)(F)F, predict the reaction product. The product is: [CH:13]1([N:8]([CH2:9][C:10](=[O:12])[NH:31][CH2:30][C:26]2[CH:25]=[C:24]([C:21]3[CH:22]=[CH:23][C:18]([C:17]([F:16])([F:32])[F:33])=[CH:19][CH:20]=3)[CH:29]=[CH:28][CH:27]=2)[C:6](=[O:7])[O:5][C:1]([CH3:2])([CH3:3])[CH3:4])[CH2:15][CH2:14]1.